Dataset: Reaction yield outcomes from USPTO patents with 853,638 reactions. Task: Predict the reaction yield, written as a fraction of the theoretical maximum amount of product (1.0 means a 100% yield; for example, 0.34 means a 34% yield). (1) The reactants are [CH3:1][O:2][C:3]1[CH:8]=[CH:7][C:6]([CH:9]2[O:14][C@H:13]3[CH2:15][C@H:16]([N:18]4[C:22]5[N:23]=[CH:24][N:25]=[C:26]([CH3:27])[C:21]=5[CH:20]=[CH:19]4)[CH2:17][C@H:12]3[CH2:11][O:10]2)=[CH:5][CH:4]=1.[I:28]N1C(=O)CCC1=O. The catalyst is C(Cl)Cl. The product is [I:28][C:20]1[C:21]2[C:26]([CH3:27])=[N:25][CH:24]=[N:23][C:22]=2[N:18]([C@H:16]2[CH2:15][C@@H:13]3[O:14][CH:9]([C:6]4[CH:5]=[CH:4][C:3]([O:2][CH3:1])=[CH:8][CH:7]=4)[O:10][CH2:11][C@@H:12]3[CH2:17]2)[CH:19]=1. The yield is 0.520. (2) No catalyst specified. The reactants are CS([C:5]1[N:6]=[N:7][CH:8]=[C:9]([C:11]2[CH:16]=[C:15]([F:17])[CH:14]=[C:13]([Cl:18])[CH:12]=2)[N:10]=1)(=O)=O.[NH3:19]. The yield is 0.730. The product is [Cl:18][C:13]1[CH:12]=[C:11]([C:9]2[N:10]=[C:5]([NH2:19])[N:6]=[N:7][CH:8]=2)[CH:16]=[C:15]([F:17])[CH:14]=1.